From a dataset of Reaction yield outcomes from USPTO patents with 853,638 reactions. Predict the reaction yield, written as a fraction of the theoretical maximum amount of product (1.0 means a 100% yield; for example, 0.34 means a 34% yield). (1) The reactants are [NH2:1][C@@H:2]([CH2:30][C:31]1[C:39]2[C:34](=[CH:35][CH:36]=[CH:37][CH:38]=2)[NH:33][CH:32]=1)[CH2:3][NH:4][C:5]1[O:9][N:8]=[C:7]([C:10]2[CH:11]=[C:12]3[C:17](=[CH:18][CH:19]=2)[CH:16]=[N:15][CH:14]=[CH:13]3)[C:6]=1[CH2:20][CH2:21][NH:22]C(=O)OC(C)(C)C.C(O)(C(F)(F)F)=O.C(Cl)Cl. No catalyst specified. The product is [NH2:1][C@@H:2]([CH2:30][C:31]1[C:39]2[C:34](=[CH:35][CH:36]=[CH:37][CH:38]=2)[NH:33][CH:32]=1)[CH2:3][NH:4][C:5]1[O:9][N:8]=[C:7]([C:10]2[CH:11]=[C:12]3[C:17](=[CH:18][CH:19]=2)[CH:16]=[N:15][CH:14]=[CH:13]3)[C:6]=1[CH2:20][CH2:21][NH2:22]. The yield is 0.790. (2) The reactants are [CH3:1][C:2]1[O:6][N:5]=[C:4]([C:7]2[CH:12]=[CH:11][CH:10]=[CH:9][CH:8]=2)[C:3]=1[CH2:13][O:14][C:15]1[CH:23]=[CH:22][C:18]([C:19]([OH:21])=O)=[CH:17][N:16]=1.Cl.[O:25]1[CH2:29][CH2:28][CH:27]([CH2:30][NH2:31])[CH2:26]1. No catalyst specified. The product is [CH3:1][C:2]1[O:6][N:5]=[C:4]([C:7]2[CH:8]=[CH:9][CH:10]=[CH:11][CH:12]=2)[C:3]=1[CH2:13][O:14][C:15]1[CH:23]=[CH:22][C:18]([C:19]([NH:31][CH2:30][CH:27]2[CH2:28][CH2:29][O:25][CH2:26]2)=[O:21])=[CH:17][N:16]=1. The yield is 0.810.